This data is from Reaction yield outcomes from USPTO patents with 853,638 reactions. The task is: Predict the reaction yield, written as a fraction of the theoretical maximum amount of product (1.0 means a 100% yield; for example, 0.34 means a 34% yield). (1) The yield is 0.950. The reactants are [N+:1]([C:4]1[CH:9]=[CH:8][C:7]([N:10]2[CH2:15][CH2:14][C:13](=O)[CH2:12][CH2:11]2)=[CH:6][CH:5]=1)([O-:3])=[O:2].C(O[BH-](OC(=O)C)OC(=O)C)(=O)C.[Na+].[CH:31]1([NH2:34])[CH2:33][CH2:32]1.[OH-].[Na+]. The catalyst is ClCCCl.O.CC(O)=O. The product is [CH:31]1([NH:34][CH:13]2[CH2:14][CH2:15][N:10]([C:7]3[CH:8]=[CH:9][C:4]([N+:1]([O-:3])=[O:2])=[CH:5][CH:6]=3)[CH2:11][CH2:12]2)[CH2:33][CH2:32]1. (2) The reactants are [CH3:1][C:2]1[C:7]([CH3:8])=[CH:6][C:5]([N+:9]([O-])=O)=[CH:4][C:3]=1[N:12]1[C:16](=[O:17])[N:15]([CH3:18])[N:14]=[N:13]1. The catalyst is CO.[Pd]. The product is [NH2:9][C:5]1[CH:6]=[C:7]([CH3:8])[C:2]([CH3:1])=[C:3]([N:12]2[C:16](=[O:17])[N:15]([CH3:18])[N:14]=[N:13]2)[CH:4]=1. The yield is 1.00. (3) The reactants are [CH3:1][C:2]1[C:6]([C:7]2[C:8]([O:28][CH3:29])=[CH:9][C:10]3[C:11]4[N:19]([CH2:20][CH:21]5[CH2:26][CH2:25][O:24][CH2:23][CH2:22]5)[C:18](=O)[NH:17][C:12]=4[CH:13]=[N:14][C:15]=3[CH:16]=2)=[C:5]([CH3:30])[O:4][N:3]=1.O=P(Cl)(Cl)[Cl:33].P(Cl)(Cl)(Cl)(Cl)Cl. The catalyst is C(Cl)Cl. The product is [Cl:33][C:18]1[N:19]([CH2:20][CH:21]2[CH2:26][CH2:25][O:24][CH2:23][CH2:22]2)[C:11]2[C:10]3[CH:9]=[C:8]([O:28][CH3:29])[C:7]([C:6]4[C:2]([CH3:1])=[N:3][O:4][C:5]=4[CH3:30])=[CH:16][C:15]=3[N:14]=[CH:13][C:12]=2[N:17]=1. The yield is 0.0618. (4) The reactants are [Cl:1][C:2]1[CH:3]=[C:4]([C:8]#[C:9][CH:10]([N:13]2[CH2:18][CH2:17][NH:16][CH2:15][CH2:14]2)[CH2:11][CH3:12])[CH:5]=[CH:6][CH:7]=1.C(N(CC)CC)C.Cl[C:27]([O:29][CH3:30])=[O:28]. The catalyst is ClCCl. The yield is 0.820. The product is [CH3:30][O:29][C:27]([N:16]1[CH2:15][CH2:14][N:13]([CH:10]([CH2:11][CH3:12])[C:9]#[C:8][C:4]2[CH:5]=[CH:6][CH:7]=[C:2]([Cl:1])[CH:3]=2)[CH2:18][CH2:17]1)=[O:28]. (5) The reactants are [CH2:1]([N:3]1[C:11]2[C:6](=[CH:7][CH:8]=[C:9]([O:12][CH3:13])[CH:10]=2)[C:5]([C:14](=[S:16])[NH2:15])=[CH:4]1)[CH3:2].CO[CH:19](OC)[CH2:20]Br. The catalyst is C(COC)OC. The product is [CH2:1]([N:3]1[C:11]2[C:6](=[CH:7][CH:8]=[C:9]([O:12][CH3:13])[CH:10]=2)[C:5]([C:14]2[S:16][CH:19]=[CH:20][N:15]=2)=[CH:4]1)[CH3:2]. The yield is 0.470.